Task: Predict the product of the given reaction.. Dataset: Forward reaction prediction with 1.9M reactions from USPTO patents (1976-2016) (1) The product is: [C:33]1([C:2]2[C:10]3[CH:9]=[C:8]([CH2:11][CH2:12][CH2:13][CH2:14][N:15]4[CH:19]=[C:18]([C:20]([O:22][CH3:23])=[O:21])[N:17]=[N:16]4)[N:7]=[N:6][C:5]=3[N:4]([S:24]([C:27]3[CH:32]=[CH:31][CH:30]=[CH:29][CH:28]=3)(=[O:26])=[O:25])[CH:3]=2)[CH:38]=[CH:37][CH:36]=[CH:35][CH:34]=1. Given the reactants Br[C:2]1[C:10]2[CH:9]=[C:8]([CH2:11][CH2:12][CH2:13][CH2:14][N:15]3[CH:19]=[C:18]([C:20]([O:22][CH3:23])=[O:21])[N:17]=[N:16]3)[N:7]=[N:6][C:5]=2[N:4]([S:24]([C:27]2[CH:32]=[CH:31][CH:30]=[CH:29][CH:28]=2)(=[O:26])=[O:25])[CH:3]=1.[C:33]1(B(O)O)[CH:38]=[CH:37][CH:36]=[CH:35][CH:34]=1.C([O-])([O-])=O.[Na+].[Na+], predict the reaction product. (2) Given the reactants [Li].[Br:2][C:3]1[CH:4]=[C:5]([C:14]([O-])=[CH:15][C:16](=O)[C:17]([O:19]CC)=[O:18])[CH:6]=[C:7]([O:9][C:10]([F:13])([F:12])[F:11])[CH:8]=1.ClC1C=C(C2N(C3C=CC=CN=3)N=C(C(O)=O)C=2)C=C(F)C=1.Cl.[F:47][C:48]1[CH:49]=[C:50]([NH:54][NH2:55])[CH:51]=[N:52][CH:53]=1, predict the reaction product. The product is: [Br:2][C:3]1[CH:4]=[C:5]([C:14]2[N:54]([C:50]3[CH:51]=[N:52][CH:53]=[C:48]([F:47])[CH:49]=3)[N:55]=[C:16]([C:17]([OH:19])=[O:18])[CH:15]=2)[CH:6]=[C:7]([O:9][C:10]([F:11])([F:12])[F:13])[CH:8]=1. (3) Given the reactants [CH3:1][O:2][C:3]1[CH:19]=[CH:18][C:6]([CH2:7][O:8][CH2:9][CH2:10][O:11][CH2:12][CH2:13][O:14][CH2:15][CH2:16][OH:17])=[CH:5][CH:4]=1.C(N(CC)CC)C.[CH3:27][S:28](Cl)(=[O:30])=[O:29], predict the reaction product. The product is: [CH3:27][S:28]([O:17][CH2:16][CH2:15][O:14][CH2:13][CH2:12][O:11][CH2:10][CH2:9][O:8][CH2:7][C:6]1[CH:5]=[CH:4][C:3]([O:2][CH3:1])=[CH:19][CH:18]=1)(=[O:30])=[O:29]. (4) Given the reactants [CH2:1]([O:3][C:4](=[O:23])[CH:5]([C:11]1[CH:16]=[CH:15][C:14]([NH2:17])=[C:13]([NH2:18])[C:12]=1[C:19]([O:21][CH3:22])=[O:20])[C:6]([O:8][CH2:9][CH3:10])=[O:7])[CH3:2].[CH3:24][O:25][C:26]1[CH:33]=[CH:32][CH:31]=[CH:30][C:27]=1[CH:28]=O.C1(Cl)C(=O)C(Cl)=C(Cl)C(=O)C=1Cl, predict the reaction product. The product is: [CH2:1]([O:3][C:4](=[O:23])[CH:5]([C:11]1[CH:16]=[CH:15][C:14]2[N:17]=[C:28]([C:27]3[CH:30]=[CH:31][CH:32]=[CH:33][C:26]=3[O:25][CH3:24])[NH:18][C:13]=2[C:12]=1[C:19]([O:21][CH3:22])=[O:20])[C:6]([O:8][CH2:9][CH3:10])=[O:7])[CH3:2]. (5) Given the reactants [CH3:1][C:2]1[N:3]=[C:4]([CH2:7][C:8]([O:10][CH2:11][CH3:12])=[O:9])[S:5][CH:6]=1.C(N(CC)CC)C.C(NC1C=CC(S([N:33]=[N+:34]=[N-])(=O)=O)=CC=1)(=O)C, predict the reaction product. The product is: [N+:33](=[C:7]([C:4]1[S:5][CH:6]=[C:2]([CH3:1])[N:3]=1)[C:8]([O:10][CH2:11][CH3:12])=[O:9])=[N-:34]. (6) Given the reactants [C:1]([O:5][C:6]([N:8]([CH2:19][CH2:20][C:21]1[CH:26]=[CH:25][C:24]([S:27]([C:30]2[CH:31]=[C:32](/[CH:36]=[CH:37]/[C:38]([OH:40])=[O:39])[CH:33]=[CH:34][CH:35]=2)(=[O:29])=[O:28])=[CH:23][CH:22]=1)[CH2:9][C@@H:10]([C:12]1[CH:17]=[CH:16][CH:15]=[C:14]([Cl:18])[CH:13]=1)[OH:11])=[O:7])([CH3:4])([CH3:3])[CH3:2], predict the reaction product. The product is: [C:1]([O:5][C:6]([N:8]([CH2:19][CH2:20][C:21]1[CH:26]=[CH:25][C:24]([S:27]([C:30]2[CH:31]=[C:32]([CH2:36][CH2:37][C:38]([OH:40])=[O:39])[CH:33]=[CH:34][CH:35]=2)(=[O:29])=[O:28])=[CH:23][CH:22]=1)[CH2:9][C@@H:10]([C:12]1[CH:17]=[CH:16][CH:15]=[C:14]([Cl:18])[CH:13]=1)[OH:11])=[O:7])([CH3:4])([CH3:2])[CH3:3]. (7) Given the reactants [C:1]1([CH3:11])[CH:6]=[CH:5][C:4]([S:7](Cl)(=[O:9])=[O:8])=[CH:3][CH:2]=1.[Cl:12][C:13]1[CH:14]=[C:15]([NH:21][C@H:22]([CH2:31][OH:32])[CH2:23][C:24]([O:26][C:27]([CH3:30])([CH3:29])[CH3:28])=[O:25])[CH:16]=[CH:17][C:18]=1[C:19]#[N:20], predict the reaction product. The product is: [Cl:12][C:13]1[CH:14]=[C:15]([NH:21][C@H:22]([CH2:31][O:32][S:7]([C:4]2[CH:5]=[CH:6][C:1]([CH3:11])=[CH:2][CH:3]=2)(=[O:9])=[O:8])[CH2:23][C:24]([O:26][C:27]([CH3:29])([CH3:28])[CH3:30])=[O:25])[CH:16]=[CH:17][C:18]=1[C:19]#[N:20]. (8) Given the reactants [O:1]=[S:2]1(=[O:36])[CH2:7][CH2:6][N:5]([C:8]2[CH:13]=[CH:12][C:11]([C:14]3[O:18][C:17]([C:19]4[CH:24]=[CH:23][C:22]([F:25])=[CH:21][CH:20]=4)=[N:16][C:15]=3[C@@H:26]3[CH2:31][CH2:30][CH2:29][CH2:28][C@H:27]3[C:32]([O:34]C)=[O:33])=[CH:10][CH:9]=2)[CH2:4][CH2:3]1.CO.[OH-].[Na+], predict the reaction product. The product is: [O:36]=[S:2]1(=[O:1])[CH2:7][CH2:6][N:5]([C:8]2[CH:9]=[CH:10][C:11]([C:14]3[O:18][C:17]([C:19]4[CH:20]=[CH:21][C:22]([F:25])=[CH:23][CH:24]=4)=[N:16][C:15]=3[C@@H:26]3[CH2:31][CH2:30][CH2:29][CH2:28][C@H:27]3[C:32]([OH:34])=[O:33])=[CH:12][CH:13]=2)[CH2:4][CH2:3]1.